Dataset: Full USPTO retrosynthesis dataset with 1.9M reactions from patents (1976-2016). Task: Predict the reactants needed to synthesize the given product. (1) Given the product [CH:16]1[C:7]2[CH2:8][CH2:9][C:10]3[CH:15]=[CH:14][CH:13]=[CH:12][C:11]=3[N:5]([C:3](=[O:4])[CH:2]([CH3:20])[C:21]#[N:22])[C:6]=2[CH:19]=[CH:18][CH:17]=1, predict the reactants needed to synthesize it. The reactants are: Cl[CH:2]([CH3:20])[C:3]([N:5]1[C:11]2[CH:12]=[CH:13][CH:14]=[CH:15][C:10]=2[CH2:9][CH2:8][C:7]2[CH:16]=[CH:17][CH:18]=[CH:19][C:6]1=2)=[O:4].[C-:21]#[N:22].[Na+]. (2) Given the product [P:1]([O:13][CH2:14][C@H:15]1[O:20][CH2:19][C@@H:18]([N:21]2[CH:28]=[C:27]([CH2:36][CH:35]=[CH:34][NH2:37])[C:25](=[O:26])[NH:24][C:22]2=[O:23])[CH2:17][C@@H:16]1[OH:29])([O:4][P:5]([O:8][P:9]([OH:11])([OH:12])=[O:10])([OH:7])=[O:6])(=[O:2])[OH:3], predict the reactants needed to synthesize it. The reactants are: [P:1]([O:13][CH2:14][C@H:15]1[O:20][CH2:19][C@@H:18]([N:21]2[CH:28]=[CH:27][C:25](=[O:26])[NH:24][C:22]2=[O:23])[CH2:17][C@@H:16]1[OH:29])([O:4][P:5]([O:8][P:9]([OH:12])([OH:11])=[O:10])([OH:7])=[O:6])(=[O:3])[OH:2].C(O)(=O)C.[CH2:34]([NH2:37])[CH:35]=[CH2:36].C(O)(=O)C. (3) Given the product [C:37]12([NH:42][C:4]([C:3]3[CH:7]=[C:8]([C:11]4[C:12]([CH2:31][C:32]([O:34][CH3:35])=[O:33])=[CH:13][C:14]5[O:18][C:17]([C:19]6[CH:20]=[CH:21][C:22]([F:25])=[CH:23][CH:24]=6)=[C:16]([C:26](=[O:29])[NH:27][CH3:28])[C:15]=5[CH:30]=4)[CH:9]=[CH:10][C:2]=3[F:1])=[O:5])[CH2:41][CH:39]([CH2:40]1)[CH2:38]2, predict the reactants needed to synthesize it. The reactants are: [F:1][C:2]1[CH:10]=[CH:9][C:8]([C:11]2[C:12]([CH2:31][C:32]([O:34][CH3:35])=[O:33])=[CH:13][C:14]3[O:18][C:17]([C:19]4[CH:24]=[CH:23][C:22]([F:25])=[CH:21][CH:20]=4)=[C:16]([C:26](=[O:29])[NH:27][CH3:28])[C:15]=3[CH:30]=2)=[CH:7][C:3]=1[C:4](O)=[O:5].Cl.[C:37]12([NH2:42])[CH2:41][CH:39]([CH2:40]1)[CH2:38]2.CCN(C(C)C)C(C)C.CN(C(ON1N=NC2C=CC=NC1=2)=[N+](C)C)C.F[P-](F)(F)(F)(F)F. (4) Given the product [CH:42]1([N:47]2[CH2:48][CH2:49][N:50]([CH2:38][C:35]3[CH:36]=[CH:37][C:32]([C:28]4[CH:29]=[CH:30][CH:31]=[C:26]([N:16]5[C:17]6[N:24]=[CH:23][C:22]([F:25])=[CH:21][C:18]=6[C:19](=[O:20])[N:14]([C@@H:11]6[CH2:10][CH2:9][C@H:8]([NH:7][C:6](=[O:41])[O:5][C:1]([CH3:2])([CH3:4])[CH3:3])[CH2:13][CH2:12]6)[C:15]5=[O:40])[CH:27]=4)=[CH:33][CH:34]=3)[CH2:51][CH2:52]2)[CH2:43][CH2:44][CH2:45][CH2:46]1, predict the reactants needed to synthesize it. The reactants are: [C:1]([O:5][C:6](=[O:41])[NH:7][C@H:8]1[CH2:13][CH2:12][C@@H:11]([N:14]2[C:19](=[O:20])[C:18]3[CH:21]=[C:22]([F:25])[CH:23]=[N:24][C:17]=3[N:16]([C:26]3[CH:27]=[C:28]([C:32]4[CH:37]=[CH:36][C:35]([CH:38]=O)=[CH:34][CH:33]=4)[CH:29]=[CH:30][CH:31]=3)[C:15]2=[O:40])[CH2:10][CH2:9]1)([CH3:4])([CH3:3])[CH3:2].[CH:42]1([N:47]2[CH2:52][CH2:51][NH:50][CH2:49][CH2:48]2)[CH2:46][CH2:45][CH2:44][CH2:43]1. (5) The reactants are: [OH:1][CH:2]1[CH2:7][CH2:6][NH:5][CH2:4][CH2:3]1.[CH2:8]([CH:10]([NH:13][C:14]([N:16]1[C:24]2[C:19](=[CH:20][C:21]([O:25][C:26]3[CH:31]=[CH:30][N:29]=[C:28]([NH:32][C:33](=[O:41])OC4C=CC=CC=4)[CH:27]=3)=[CH:22][CH:23]=2)[CH:18]=[CH:17]1)=[O:15])[CH2:11][CH3:12])[CH3:9].C(C(NC(N1C2C(=CC(OC3C=CN=C(NC(N4CCC(N5CCCC5)CC4)=O)C=3)=CC=2)C=C1)=O)CC)C. Given the product [CH2:11]([CH:10]([NH:13][C:14]([N:16]1[C:24]2[C:19](=[CH:20][C:21]([O:25][C:26]3[CH:31]=[CH:30][N:29]=[C:28]([NH:32][C:33]([N:5]4[CH2:6][CH2:7][CH:2]([OH:1])[CH2:3][CH2:4]4)=[O:41])[CH:27]=3)=[CH:22][CH:23]=2)[CH:18]=[CH:17]1)=[O:15])[CH2:8][CH3:9])[CH3:12], predict the reactants needed to synthesize it.